From a dataset of Full USPTO retrosynthesis dataset with 1.9M reactions from patents (1976-2016). Predict the reactants needed to synthesize the given product. (1) The reactants are: N#N.[CH3:3][C:4]1([C:9]2[CH:10]=[C:11]([CH2:14][OH:15])[S:12][CH:13]=2)[O:8][CH2:7][CH2:6][O:5]1.CCN(CC)CC.[S:23](Cl)([CH3:26])(=[O:25])=[O:24]. Given the product [CH3:3][C:4]1([C:9]2[CH:10]=[C:11]([CH2:14][O:15][S:23]([CH3:26])(=[O:25])=[O:24])[S:12][CH:13]=2)[O:5][CH2:6][CH2:7][O:8]1, predict the reactants needed to synthesize it. (2) The reactants are: [CH2:1]([C:3]1[CH:8]=[C:7]([N+:9]([O-:11])=[O:10])[CH:6]=[CH:5][C:4]=1[OH:12])[CH3:2].C(=O)([O-])[O-].[K+].[K+].Br[CH2:20][CH2:21][O:22][CH:23]1[CH2:28][CH2:27][CH2:26][CH2:25][O:24]1. Given the product [CH2:1]([C:3]1[CH:8]=[C:7]([N+:9]([O-:11])=[O:10])[CH:6]=[CH:5][C:4]=1[O:12][CH2:20][CH2:21][O:22][CH:23]1[CH2:28][CH2:27][CH2:26][CH2:25][O:24]1)[CH3:2], predict the reactants needed to synthesize it.